This data is from Catalyst prediction with 721,799 reactions and 888 catalyst types from USPTO. The task is: Predict which catalyst facilitates the given reaction. (1) Reactant: [NH:1]1[CH2:4][CH2:3][C@H:2]1[CH2:5][O:6][C:7]1[CH:29]=[CH:28][C:27]([C:30]([F:33])([F:32])[F:31])=[CH:26][C:8]=1[C:9](/[N:11]=[C:12]1/[N:13]([CH2:22][CH:23]2[CH2:25][CH2:24]2)[N:14]([CH3:21])[C:15]([C:17]([CH3:20])([CH3:19])[CH3:18])=[CH:16]/1)=[O:10].C(N(CC)CC)C.[CH3:41][S:42](Cl)(=[O:44])=[O:43].O. Product: [C:17]([C:15]1[N:14]([CH3:21])[N:13]([CH2:22][CH:23]2[CH2:24][CH2:25]2)/[C:12](=[N:11]/[C:9](=[O:10])[C:8]2[CH:26]=[C:27]([C:30]([F:33])([F:32])[F:31])[CH:28]=[CH:29][C:7]=2[O:6][CH2:5][C@@H:2]2[CH2:3][CH2:4][N:1]2[S:42]([CH3:41])(=[O:44])=[O:43])/[CH:16]=1)([CH3:19])([CH3:18])[CH3:20]. The catalyst class is: 2. (2) Reactant: [C:1]([O:5][C:6](=[O:27])[NH:7][C@H:8]1[CH2:13][CH2:12][C@H:11]([NH:14]C(OCC2C=CC=CC=2)=O)[CH2:10][C@@H:9]1[O:25][CH3:26])([CH3:4])([CH3:3])[CH3:2]. Product: [C:1]([O:5][C:6](=[O:27])[NH:7][C@H:8]1[CH2:13][CH2:12][C@H:11]([NH2:14])[CH2:10][C@@H:9]1[O:25][CH3:26])([CH3:4])([CH3:3])[CH3:2]. The catalyst class is: 19. (3) Reactant: C[O:2][C:3]([C:5]1[S:6][C:7]([C:27]2[CH:32]=[CH:31][CH:30]=[CH:29][CH:28]=2)=[CH:8][C:9]=1[N:10]([C@H:20]1[CH2:25][CH2:24][C@H:23]([OH:26])[CH2:22][CH2:21]1)[C:11]([C@H:13]1[CH2:18][CH2:17][C@H:16]([CH3:19])[CH2:15][CH2:14]1)=[O:12])=[O:4].O.[Li+].[OH-]. Product: [OH:26][C@H:23]1[CH2:24][CH2:25][C@H:20]([N:10]([C:11]([C@H:13]2[CH2:14][CH2:15][C@H:16]([CH3:19])[CH2:17][CH2:18]2)=[O:12])[C:9]2[CH:8]=[C:7]([C:27]3[CH:28]=[CH:29][CH:30]=[CH:31][CH:32]=3)[S:6][C:5]=2[C:3]([OH:4])=[O:2])[CH2:21][CH2:22]1. The catalyst class is: 12. (4) Product: [NH2:2][C:1](=[N:20][OH:21])[CH2:3][C:4]1[CH:13]=[CH:12][C:7]([C:8]([O:10][CH3:11])=[O:9])=[CH:6][CH:5]=1. Reactant: [C:1]([CH2:3][C:4]1[CH:13]=[CH:12][C:7]([C:8]([O:10][CH3:11])=[O:9])=[CH:6][CH:5]=1)#[N:2].C(=O)([O-])O.[Na+].Cl.[NH2:20][OH:21]. The catalyst class is: 5. (5) Reactant: [Cl:1][C:2]1[CH:7]=[C:6]([N+:8]([O-:10])=[O:9])[CH:5]=[CH:4][C:3]=1[OH:11].Cl.Cl[CH2:14][C:15]1[CH:20]=[CH:19][CH:18]=[CH:17][N:16]=1.C(=O)([O-])[O-].[K+].[K+].[I-].[Na+]. Product: [Cl:1][C:2]1[CH:7]=[C:6]([N+:8]([O-:10])=[O:9])[CH:5]=[CH:4][C:3]=1[O:11][CH2:14][C:15]1[CH:20]=[CH:19][CH:18]=[CH:17][N:16]=1. The catalyst class is: 47. (6) Reactant: Cl.Cl.[CH3:3][C:4]1[N:8]([CH:9]2[CH2:15][CH:14]3[N:16]([CH2:17][CH2:18][C:19]4([C:25]5[CH:30]=[CH:29][CH:28]=[CH:27][CH:26]=5)[CH2:24][CH2:23][NH:22][CH2:21][CH2:20]4)[CH:11]([CH2:12][CH2:13]3)[CH2:10]2)[C:7]2[CH:31]=[CH:32][CH:33]=[CH:34][C:6]=2[N:5]=1.[CH3:35][O:36][C:37](=[O:47])[C:38]1[CH:46]=[CH:45][C:41]([C:42](O)=[O:43])=[CH:40][CH:39]=1.C(N(CC)CC)C.Cl.CN(C)CCCN=C=NCC. Product: [CH3:3][C:4]1[N:8]([CH:9]2[CH2:15][CH:14]3[N:16]([CH2:17][CH2:18][C:19]4([C:25]5[CH:30]=[CH:29][CH:28]=[CH:27][CH:26]=5)[CH2:20][CH2:21][N:22]([C:42]([C:41]5[CH:45]=[CH:46][C:38]([C:37]([O:36][CH3:35])=[O:47])=[CH:39][CH:40]=5)=[O:43])[CH2:23][CH2:24]4)[CH:11]([CH2:12][CH2:13]3)[CH2:10]2)[C:7]2[CH:31]=[CH:32][CH:33]=[CH:34][C:6]=2[N:5]=1. The catalyst class is: 112. (7) Reactant: C([O:3][C:4]([CH:6]1[CH2:10][CH2:9][N:8]([CH2:11][C:12](=[O:39])[N:13]2[C:21]3[C:16](=[CH:17][C:18]([O:22][CH2:23][C:24]4[S:25][C:26]([C:35]([F:38])([F:37])[F:36])=[C:27]([C:29]5[CH:34]=[CH:33][CH:32]=[CH:31][CH:30]=5)[CH:28]=4)=[CH:19][CH:20]=3)[CH2:15][CH2:14]2)[CH2:7]1)=[O:5])C.O.Cl. Product: [O:39]=[C:12]([N:13]1[C:21]2[C:16](=[CH:17][C:18]([O:22][CH2:23][C:24]3[S:25][C:26]([C:35]([F:38])([F:37])[F:36])=[C:27]([C:29]4[CH:34]=[CH:33][CH:32]=[CH:31][CH:30]=4)[CH:28]=3)=[CH:19][CH:20]=2)[CH2:15][CH2:14]1)[CH2:11][N:8]1[CH2:9][CH2:10][CH:6]([C:4]([OH:5])=[O:3])[CH2:7]1. The catalyst class is: 702. (8) Reactant: [F:1][C:2]1[CH:8]=[CH:7][C:5]([NH2:6])=[CH:4][C:3]=1[N+:9]([O-:11])=[O:10].[C:12](O[C:12]([O:14][C:15]([CH3:18])([CH3:17])[CH3:16])=[O:13])([O:14][C:15]([CH3:18])([CH3:17])[CH3:16])=[O:13]. Product: [F:1][C:2]1[CH:8]=[CH:7][C:5]([NH:6][C:12](=[O:13])[O:14][C:15]([CH3:18])([CH3:17])[CH3:16])=[CH:4][C:3]=1[N+:9]([O-:11])=[O:10]. The catalyst class is: 8.